This data is from Full USPTO retrosynthesis dataset with 1.9M reactions from patents (1976-2016). The task is: Predict the reactants needed to synthesize the given product. (1) The reactants are: I[C:2]1[C:10]2[O:9][CH:8]=[CH:7][C:6]=2[CH:5]=[C:4]([S:11]([NH:14][C:15]2[CH:20]=[CH:19][CH:18]=[CH:17][C:16]=2[CH3:21])(=[O:13])=[O:12])[CH:3]=1.[CH2:22](C([Sn])=C(CCCC)CCCC)[CH2:23]CC. Given the product [CH3:21][C:16]1[CH:17]=[CH:18][CH:19]=[CH:20][C:15]=1[NH:14][S:11]([C:4]1[CH:3]=[C:2]([CH:22]=[CH2:23])[C:10]2[O:9][CH:8]=[CH:7][C:6]=2[CH:5]=1)(=[O:13])=[O:12], predict the reactants needed to synthesize it. (2) Given the product [CH3:15][N:16]([CH3:17])[C:3]1[S:7][C:6]([C:8]#[N:9])=[C:5]2[CH2:10][CH2:11][CH2:12][C:13](=[O:14])[C:4]=12, predict the reactants needed to synthesize it. The reactants are: CS[C:3]1[S:7][C:6]([C:8]#[N:9])=[C:5]2[CH2:10][CH2:11][CH2:12][C:13](=[O:14])[C:4]=12.[CH3:15][NH:16][CH3:17]. (3) Given the product [Br-:1].[CH2:6]([O:5][C:3]([CH2:2][S+:9]([CH3:10])[CH3:8])=[O:4])[CH3:7], predict the reactants needed to synthesize it. The reactants are: [Br:1][CH2:2][C:3]([O:5][CH2:6][CH3:7])=[O:4].[CH3:8][S:9][CH3:10]. (4) Given the product [Cl:14][CH2:15][C:16]([C:6]1[CH:5]=[C:3]([OH:4])[C:1](=[CH:8][CH:7]=1)[OH:2])=[O:17], predict the reactants needed to synthesize it. The reactants are: [C:1]1([C:3](=[CH:5][CH:6]=[CH:7][CH:8]=1)[OH:4])[OH:2].P(Cl)(Cl)(Cl)=O.[Cl:14][CH2:15][C:16](Cl)=[O:17]. (5) Given the product [Br:16][C:15]([Br:17])=[CH:5][C:4]1[C:3]([CH2:1][CH3:2])=[C:10]([O:11][CH3:12])[CH:9]=[CH:8][C:7]=1[CH2:13][CH3:14], predict the reactants needed to synthesize it. The reactants are: [CH2:1]([C:3]1[C:10]([O:11][CH3:12])=[CH:9][CH:8]=[C:7]([CH2:13][CH3:14])[C:4]=1[CH:5]=O)[CH3:2].[C:15](Br)(Br)([Br:17])[Br:16].C1(P(C2C=CC=CC=2)C2C=CC=CC=2)C=CC=CC=1. (6) Given the product [Cl:12][C:13]1[CH:18]=[CH:17][CH:16]=[CH:15][C:14]=1[CH2:19][C:20]([NH:27][CH:28]([C:3]1[CH:4]=[CH:5][CH:6]=[CH:7][C:2]=1[F:1])[CH2:33][OH:23])=[O:22], predict the reactants needed to synthesize it. The reactants are: [F:1][C:2]1[CH:7]=[CH:6][CH:5]=[CH:4][C:3]=1NCCO.[Cl:12][C:13]1[CH:18]=[CH:17][CH:16]=[CH:15][C:14]=1[CH2:19][C:20]([OH:22])=O.[OH2:23].[OH:23][N:27]1[C:28]2[CH:33]=CC=[CH:33][C:28]=2[N:27]=N1.Cl.CN(C)CCCN=C=NCC. (7) Given the product [O:34]1[C:35]2[CH:40]=[CH:39][CH:38]=[CH:37][C:36]=2[C:32]([N:26]2[CH2:27][CH2:28][N:29]([CH2:8][CH2:9][CH2:10][C:11]3[CH:12]=[C:13]4[C:18](=[C:19]([CH2:21][CH3:22])[CH:20]=3)[NH:17][C:16](=[O:23])[CH2:15][C:14]4([CH3:25])[CH3:24])[CH2:30][CH2:31]2)=[N:33]1, predict the reactants needed to synthesize it. The reactants are: C(=O)([O-])[O-].[K+].[K+].Cl[CH2:8][CH2:9][CH2:10][C:11]1[CH:12]=[C:13]2[C:18](=[C:19]([CH2:21][CH3:22])[CH:20]=1)[NH:17][C:16](=[O:23])[CH2:15][C:14]2([CH3:25])[CH3:24].[N:26]1([C:32]2[C:36]3[CH:37]=[CH:38][CH:39]=[CH:40][C:35]=3[O:34][N:33]=2)[CH2:31][CH2:30][NH:29][CH2:28][CH2:27]1.